From a dataset of Forward reaction prediction with 1.9M reactions from USPTO patents (1976-2016). Predict the product of the given reaction. (1) Given the reactants [C:9](O[C:9]([O:11][C:12]([CH3:15])([CH3:14])[CH3:13])=[O:10])([O:11][C:12]([CH3:15])([CH3:14])[CH3:13])=[O:10].[Br:16][C:17]1[CH:22]=[C:21]([F:23])[CH:20]=[CH:19][C:18]=1[O:24][CH2:25][CH2:26][NH:27][CH2:28][CH2:29][NH:30][S:31]([C:34]1[C:35]2[CH:36]=[CH:37][N:38]=[CH:39][C:40]=2[CH:41]=[CH:42][CH:43]=1)(=[O:33])=[O:32], predict the reaction product. The product is: [C:12]([O:11][C:9](=[O:10])[N:27]([CH2:26][CH2:25][O:24][C:18]1[CH:19]=[CH:20][C:21]([F:23])=[CH:22][C:17]=1[Br:16])[CH2:28][CH2:29][NH:30][S:31]([C:34]1[C:35]2[CH:36]=[CH:37][N:38]=[CH:39][C:40]=2[CH:41]=[CH:42][CH:43]=1)(=[O:33])=[O:32])([CH3:13])([CH3:14])[CH3:15]. (2) Given the reactants Br[CH2:2][C:3]1[C:8]([Cl:9])=[CH:7][CH:6]=[CH:5][C:4]=1[N:10]1[C:14](=[O:15])[N:13]([CH3:16])[N:12]=[N:11]1.[CH3:17][O:18][C:19]1[CH:24]=[CH:23][CH:22]=[CH:21][C:20]=1[N:25]1[CH:29]=[CH:28][C:27]([OH:30])=[N:26]1.C(=O)([O-])[O-].[K+].[K+].C(#N)C, predict the reaction product. The product is: [CH3:17][O:18][C:19]1[CH:24]=[CH:23][CH:22]=[CH:21][C:20]=1[N:25]1[CH:29]=[CH:28][C:27]([O:30][CH2:2][C:3]2[C:8]([Cl:9])=[CH:7][CH:6]=[CH:5][C:4]=2[N:10]2[C:14](=[O:15])[N:13]([CH3:16])[N:12]=[N:11]2)=[N:26]1. (3) The product is: [Br:11][C:12]1[CH:19]=[CH:18][CH:17]=[CH:16][C:13]=1[CH:3]1[CH2:20][CH:4]1[N+:5]([O-:7])=[O:6]. Given the reactants CO[C:3](=O)[C:4](=[N+]=[N-])[N+:5]([O-:7])=[O:6].[Br:11][C:12]1[CH:19]=[CH:18][CH:17]=[CH:16][C:13]=1C=C.[CH2:20](Cl)Cl, predict the reaction product. (4) Given the reactants [CH3:1][O:2][C:3]1[CH:8]=[CH:7][C:6]([N:9]2[C:13]([C:14]3[CH:19]=[CH:18][C:17]([O:20][CH3:21])=[CH:16][CH:15]=3)=[N:12][C:11]([S:22]([CH3:24])=[O:23])=[N:10]2)=[CH:5][CH:4]=1.ClC1C=CC=C(C(OO)=[O:33])C=1.C(=O)(O)[O-].[Na+], predict the reaction product. The product is: [CH3:1][O:2][C:3]1[CH:4]=[CH:5][C:6]([N:9]2[C:13]([C:14]3[CH:19]=[CH:18][C:17]([O:20][CH3:21])=[CH:16][CH:15]=3)=[N:12][C:11]([S:22]([CH3:24])(=[O:33])=[O:23])=[N:10]2)=[CH:7][CH:8]=1. (5) Given the reactants [CH2:1]([N:5]1[C:10]2[CH:11]=[C:12]([C:19]([N:21]([CH:35]([CH3:37])[CH3:36])[C@@H:22]3[CH2:27][CH2:26][CH2:25][N:24]([C:28]([O:30][C:31]([CH3:34])([CH3:33])[CH3:32])=[O:29])[CH2:23]3)=[O:20])[C:13]([C:15]([F:18])([F:17])[F:16])=[CH:14][C:9]=2[O:8][C:7]([CH3:39])([CH3:38])[C:6]1=[O:40])[CH2:2][CH:3]=[CH2:4].ClC1C=CC=C(C(OO)=[O:49])C=1.O, predict the reaction product. The product is: [CH3:39][C:7]1([CH3:38])[C:6](=[O:40])[N:5]([CH2:1][CH2:2][CH:3]2[CH2:4][O:49]2)[C:10]2[CH:11]=[C:12]([C:19]([N:21]([CH:35]([CH3:36])[CH3:37])[C@@H:22]3[CH2:27][CH2:26][CH2:25][N:24]([C:28]([O:30][C:31]([CH3:32])([CH3:34])[CH3:33])=[O:29])[CH2:23]3)=[O:20])[C:13]([C:15]([F:17])([F:16])[F:18])=[CH:14][C:9]=2[O:8]1. (6) The product is: [Cl:1][C:2]1[N:3]=[C:4]([N:11]2[CH2:16][CH2:15][O:14][CH2:13][CH2:12]2)[C:5]2[S:10][C:9]([CH:30]=[O:31])=[CH:8][C:6]=2[N:7]=1. Given the reactants [Cl:1][C:2]1[N:3]=[C:4]([N:11]2[CH2:16][CH2:15][O:14][CH2:13][CH2:12]2)[C:5]2[S:10][CH:9]=[CH:8][C:6]=2[N:7]=1.[Li]CCCC.CCCCCC.CN(C)[CH:30]=[O:31], predict the reaction product. (7) Given the reactants [N+:1]([C:4]1[CH:9]=[CH:8][C:7]([N:10]2[CH2:15][CH2:14][CH2:13][CH2:12][CH2:11]2)=[CH:6][C:5]=1[C:16]1[CH:17]=[C:18]([CH:21]=[CH:22][N:23]=1)[CH:19]=[O:20])([O-:3])=[O:2].[F:24][C:25]([F:35])([F:34])[C:26]1[CH:27]=[C:28]([Mg]Cl)[CH:29]=[CH:30][CH:31]=1.C([O-])(O)=O.[Na+], predict the reaction product. The product is: [N+:1]([C:4]1[CH:9]=[CH:8][C:7]([N:10]2[CH2:15][CH2:14][CH2:13][CH2:12][CH2:11]2)=[CH:6][C:5]=1[C:16]1[CH:17]=[C:18]([CH:19]([C:30]2[CH:29]=[CH:28][CH:27]=[C:26]([C:25]([F:35])([F:34])[F:24])[CH:31]=2)[OH:20])[CH:21]=[CH:22][N:23]=1)([O-:3])=[O:2]. (8) Given the reactants [C:1]1([C:7]([NH:9][C:10]2[CH:11]=[C:12]([C:16]([NH:18][C:19]3[CH:24]=[CH:23][C:22]([C@@H:25]4[CH2:27][C@H:26]4[NH:28]C(=O)OC(C)(C)C)=[CH:21][CH:20]=3)=[O:17])[CH:13]=[CH:14][CH:15]=2)=[O:8])[CH:6]=[CH:5][CH:4]=[CH:3][CH:2]=1.[ClH:36].C(OCC)(=O)C, predict the reaction product. The product is: [ClH:36].[NH2:28][C@@H:26]1[CH2:27][C@H:25]1[C:22]1[CH:21]=[CH:20][C:19]([NH:18][C:16](=[O:17])[C:12]2[CH:13]=[CH:14][CH:15]=[C:10]([NH:9][C:7]([C:1]3[CH:2]=[CH:3][CH:4]=[CH:5][CH:6]=3)=[O:8])[CH:11]=2)=[CH:24][CH:23]=1. (9) Given the reactants [C:1]([CH:4]1[CH2:8][CH2:7][N:6]([CH2:9][C:10]2[CH:15]=[CH:14][CH:13]=[CH:12][CH:11]=2)[CH2:5]1)(=[O:3])[CH3:2].[BH4-].[Na+], predict the reaction product. The product is: [CH2:9]([N:6]1[CH2:7][CH2:8][CH:4]([CH:1]([OH:3])[CH3:2])[CH2:5]1)[C:10]1[CH:15]=[CH:14][CH:13]=[CH:12][CH:11]=1. (10) Given the reactants [C:1]1([CH3:12])[CH:6]=[CH:5][C:4]([CH:7]2[CH2:9][CH:8]2[CH2:10][OH:11])=[CH:3][CH:2]=1.C1C=C[NH+]=CC=1.[O-][Cr](Cl)(=O)=O.CC(=O)OCC, predict the reaction product. The product is: [C:1]1([CH3:12])[CH:2]=[CH:3][C:4]([CH:7]2[CH2:9][CH:8]2[CH:10]=[O:11])=[CH:5][CH:6]=1.